Dataset: Full USPTO retrosynthesis dataset with 1.9M reactions from patents (1976-2016). Task: Predict the reactants needed to synthesize the given product. (1) Given the product [C:34]1([S:40]([OH:43])(=[O:42])=[O:41])[CH:39]=[CH:38][CH:37]=[CH:36][CH:35]=1.[CH3:1][C:2]1[CH:11]=[CH:10][C:9]([N:12]2[CH2:17][CH2:16][N:15]([CH3:18])[CH2:14][CH2:13]2)=[C:8]2[C:3]=1[CH2:4][CH2:5][C@@H:6]([NH:19][C:20](=[O:33])[C:21]1[CH:26]=[CH:25][C:24]([N:27]3[CH2:32][CH2:31][O:30][CH2:29][CH2:28]3)=[CH:23][CH:22]=1)[CH2:7]2, predict the reactants needed to synthesize it. The reactants are: [CH3:1][C:2]1[CH:11]=[CH:10][C:9]([N:12]2[CH2:17][CH2:16][N:15]([CH3:18])[CH2:14][CH2:13]2)=[C:8]2[C:3]=1[CH2:4][CH2:5][C@@H:6]([NH:19][C:20](=[O:33])[C:21]1[CH:26]=[CH:25][C:24]([N:27]3[CH2:32][CH2:31][O:30][CH2:29][CH2:28]3)=[CH:23][CH:22]=1)[CH2:7]2.[C:34]1([S:40]([OH:43])(=[O:42])=[O:41])[CH:39]=[CH:38][CH:37]=[CH:36][CH:35]=1.C(OCC)C.O. (2) Given the product [O:23]1[C:27]2[CH:28]=[CH:29][CH:30]=[CH:31][C:26]=2[CH:25]=[C:24]1[C:2]1[CH:3]=[C:4]([C:9]2[N:13]3[CH:14]=[CH:15][C:16]([C:19]([OH:22])([CH3:21])[CH3:20])=[C:17]([F:18])[C:12]3=[N:11][CH:10]=2)[CH:5]=[CH:6][C:7]=1[F:8], predict the reactants needed to synthesize it. The reactants are: Cl[C:2]1[CH:3]=[C:4]([C:9]2[N:13]3[CH:14]=[CH:15][C:16]([C:19]([OH:22])([CH3:21])[CH3:20])=[C:17]([F:18])[C:12]3=[N:11][CH:10]=2)[CH:5]=[CH:6][C:7]=1[F:8].[O:23]1[C:27]2[CH:28]=[CH:29][CH:30]=[CH:31][C:26]=2[CH:25]=[C:24]1B(O)O.